This data is from hERG Central: cardiac toxicity at 1µM, 10µM, and general inhibition. The task is: Predict hERG channel inhibition at various concentrations. (1) The compound is CC1(C)CC(=O)C(C=NCCN2CCN(C3CC(=O)N(c4ccc(Cl)c(Cl)c4)C3=O)CC2)=C(O)C1. Results: hERG_inhib (hERG inhibition (general)): blocker. (2) The molecule is CN1CCN(c2ccc(NC(=O)c3ccc(C#N)cc3F)cc2Cl)CC1. Results: hERG_inhib (hERG inhibition (general)): blocker. (3) The drug is CCc1ccc2[nH]c(=O)c(CN(CCN(CC)CC)C(=O)NC3CCCCC3)cc2c1. Results: hERG_inhib (hERG inhibition (general)): blocker. (4) The molecule is CCCCc1nc(N2CCNCC2)c(C#N)c2c1CSC(C)(C)C2. Results: hERG_inhib (hERG inhibition (general)): blocker. (5) The compound is COc1ccc2c(c1)[nH]c1c(N3CCN(Cc4ccc5c(c4)OCO5)CC3)ncnc12. Results: hERG_inhib (hERG inhibition (general)): blocker. (6) The compound is CC(C)Cn1c(=O)c2c(nc3n2CCCN3CCc2ccccc2)n(C)c1=O. Results: hERG_inhib (hERG inhibition (general)): blocker. (7) The molecule is CC1(C)CC(=O)C2=C(C1)N(CCN1CCOCC1)C1=C(C(=O)CC(C)(C)C1)C2c1cccc(Cl)c1. Results: hERG_inhib (hERG inhibition (general)): blocker. (8) The drug is CCn1ccnc1CN1CCCC(C(=O)c2ccc3cc(OC)ccc3c2)C1. Results: hERG_inhib (hERG inhibition (general)): blocker. (9) The drug is CC(C)CCNC(=O)C1CCN(Cc2cccc(OCc3ccccc3)c2)CC1.O=C(O)C(=O)O. Results: hERG_inhib (hERG inhibition (general)): blocker. (10) Results: hERG_inhib (hERG inhibition (general)): blocker. The drug is c1ccc(Cn2c(CNc3nc4ccccc4n3CCN3CCCCC3)nc3ccccc32)cc1.